This data is from NCI-60 drug combinations with 297,098 pairs across 59 cell lines. The task is: Regression. Given two drug SMILES strings and cell line genomic features, predict the synergy score measuring deviation from expected non-interaction effect. (1) Drug 1: CC1=C2C(C(=O)C3(C(CC4C(C3C(C(C2(C)C)(CC1OC(=O)C(C(C5=CC=CC=C5)NC(=O)OC(C)(C)C)O)O)OC(=O)C6=CC=CC=C6)(CO4)OC(=O)C)OC)C)OC. Drug 2: CN1C2=C(C=C(C=C2)N(CCCl)CCCl)N=C1CCCC(=O)O.Cl. Cell line: HS 578T. Synergy scores: CSS=70.4, Synergy_ZIP=14.2, Synergy_Bliss=13.8, Synergy_Loewe=0.190, Synergy_HSA=15.0. (2) Drug 1: C1=NC2=C(N=C(N=C2N1C3C(C(C(O3)CO)O)F)Cl)N. Drug 2: CC1=C(C(=O)C2=C(C1=O)N3CC4C(C3(C2COC(=O)N)OC)N4)N. Cell line: NCI-H522. Synergy scores: CSS=36.4, Synergy_ZIP=-1.57, Synergy_Bliss=-2.33, Synergy_Loewe=-5.51, Synergy_HSA=-0.559. (3) Synergy scores: CSS=-0.997, Synergy_ZIP=0.833, Synergy_Bliss=-0.124, Synergy_Loewe=-8.86, Synergy_HSA=-4.38. Cell line: OVCAR-5. Drug 2: COCCOC1=C(C=C2C(=C1)C(=NC=N2)NC3=CC=CC(=C3)C#C)OCCOC.Cl. Drug 1: C1CNP(=O)(OC1)N(CCCl)CCCl. (4) Drug 1: C1=C(C(=O)NC(=O)N1)N(CCCl)CCCl. Drug 2: CCCCC(=O)OCC(=O)C1(CC(C2=C(C1)C(=C3C(=C2O)C(=O)C4=C(C3=O)C=CC=C4OC)O)OC5CC(C(C(O5)C)O)NC(=O)C(F)(F)F)O. Cell line: SK-OV-3. Synergy scores: CSS=16.5, Synergy_ZIP=-5.52, Synergy_Bliss=-1.94, Synergy_Loewe=-1.58, Synergy_HSA=-1.55. (5) Drug 1: CC(C1=C(C=CC(=C1Cl)F)Cl)OC2=C(N=CC(=C2)C3=CN(N=C3)C4CCNCC4)N. Drug 2: COC1=NC(=NC2=C1N=CN2C3C(C(C(O3)CO)O)O)N. Cell line: RPMI-8226. Synergy scores: CSS=-9.33, Synergy_ZIP=5.88, Synergy_Bliss=0.444, Synergy_Loewe=-16.8, Synergy_HSA=-9.57. (6) Drug 1: C1CC(C1)(C(=O)O)C(=O)O.[NH2-].[NH2-].[Pt+2]. Drug 2: CC1=C2C(C(=O)C3(C(CC4C(C3C(C(C2(C)C)(CC1OC(=O)C(C(C5=CC=CC=C5)NC(=O)OC(C)(C)C)O)O)OC(=O)C6=CC=CC=C6)(CO4)OC(=O)C)O)C)O. Cell line: NCI-H460. Synergy scores: CSS=16.6, Synergy_ZIP=-7.98, Synergy_Bliss=-1.48, Synergy_Loewe=-3.39, Synergy_HSA=-3.09. (7) Drug 1: C1=NC(=NC(=O)N1C2C(C(C(O2)CO)O)O)N. Drug 2: C1CN(P(=O)(OC1)NCCCl)CCCl. Cell line: SK-MEL-5. Synergy scores: CSS=14.3, Synergy_ZIP=-1.13, Synergy_Bliss=3.77, Synergy_Loewe=-3.90, Synergy_HSA=1.59. (8) Drug 1: CC1=C(C=C(C=C1)NC(=O)C2=CC=C(C=C2)CN3CCN(CC3)C)NC4=NC=CC(=N4)C5=CN=CC=C5. Drug 2: CCCCC(=O)OCC(=O)C1(CC(C2=C(C1)C(=C3C(=C2O)C(=O)C4=C(C3=O)C=CC=C4OC)O)OC5CC(C(C(O5)C)O)NC(=O)C(F)(F)F)O. Cell line: MALME-3M. Synergy scores: CSS=39.1, Synergy_ZIP=0.190, Synergy_Bliss=1.10, Synergy_Loewe=-10.8, Synergy_HSA=1.72.